This data is from Peptide-MHC class I binding affinity with 185,985 pairs from IEDB/IMGT. The task is: Regression. Given a peptide amino acid sequence and an MHC pseudo amino acid sequence, predict their binding affinity value. This is MHC class I binding data. (1) The peptide sequence is FVTNEVHTW. The MHC is HLA-B53:01 with pseudo-sequence HLA-B53:01. The binding affinity (normalized) is 0.620. (2) The peptide sequence is APGWLIWTY. The MHC is HLA-A01:01 with pseudo-sequence HLA-A01:01. The binding affinity (normalized) is 0. (3) The peptide sequence is RAKFKQLL. The MHC is HLA-B53:01 with pseudo-sequence HLA-B53:01. The binding affinity (normalized) is 0.213. (4) The peptide sequence is CTDDNALAYY. The binding affinity (normalized) is 0.493. The MHC is HLA-A29:02 with pseudo-sequence HLA-A29:02. (5) The peptide sequence is SAAFEDLRLL. The MHC is HLA-A02:03 with pseudo-sequence HLA-A02:03. The binding affinity (normalized) is 0.120. (6) The peptide sequence is YSNGNAYVSV. The MHC is Mamu-A02 with pseudo-sequence Mamu-A02. The binding affinity (normalized) is 0.426. (7) The peptide sequence is NTPVSMTYL. The MHC is HLA-A02:06 with pseudo-sequence HLA-A02:06. The binding affinity (normalized) is 0.470. (8) The peptide sequence is AVFTEENQW. The MHC is HLA-B57:01 with pseudo-sequence HLA-B57:01. The binding affinity (normalized) is 0.639. (9) The peptide sequence is KIVPLPPMY. The MHC is HLA-A02:12 with pseudo-sequence HLA-A02:12. The binding affinity (normalized) is 0.0847.